Dataset: Full USPTO retrosynthesis dataset with 1.9M reactions from patents (1976-2016). Task: Predict the reactants needed to synthesize the given product. Given the product [S:6]1[CH:5]=[C:4]([CH:2]([NH:18][CH:16]=[O:17])[CH3:1])[C:12]2[CH:11]=[CH:10][CH:9]=[CH:8][C:7]1=2, predict the reactants needed to synthesize it. The reactants are: [CH3:1][C:2]([C:4]1[C:12]2[C:7](=[CH:8][CH:9]=[CH:10][CH:11]=2)[S:6][CH:5]=1)=O.C(O)=O.[CH:16]([NH2:18])=[O:17].